Predict the reaction yield, written as a fraction of the theoretical maximum amount of product (1.0 means a 100% yield; for example, 0.34 means a 34% yield). From a dataset of Reaction yield outcomes from USPTO patents with 853,638 reactions. (1) The reactants are [NH2:1][C:2]1[CH:7]=[CH:6][C:5]([S:8][CH2:9][C:10]2[CH:15]=[CH:14][CH:13]=[CH:12][CH:11]=2)=[CH:4][C:3]=1/[CH:16]=[CH:17]/[C:18]([O:20][CH2:21][CH3:22])=[O:19].[Br:23][C:24]1[CH:29]=[C:28]([O:30][CH3:31])[C:27](I)=[CH:26][C:25]=1[CH3:33].C(=O)([O-])[O-].[Cs+].[Cs+]. The catalyst is C1C=CC(/C=C/C(/C=C/C2C=CC=CC=2)=O)=CC=1.C1C=CC(/C=C/C(/C=C/C2C=CC=CC=2)=O)=CC=1.C1C=CC(/C=C/C(/C=C/C2C=CC=CC=2)=O)=CC=1.[Pd].[Pd].CC1(C)C2C(=C(P(C3C=CC=CC=3)C3C=CC=CC=3)C=CC=2)OC2C(P(C3C=CC=CC=3)C3C=CC=CC=3)=CC=CC1=2.C1(C)C=CC=CC=1. The product is [CH2:9]([S:8][C:5]1[CH:6]=[CH:7][C:2]([NH:1][C:27]2[CH:26]=[C:25]([CH3:33])[C:24]([Br:23])=[CH:29][C:28]=2[O:30][CH3:31])=[C:3](/[CH:16]=[CH:17]/[C:18]([O:20][CH2:21][CH3:22])=[O:19])[CH:4]=1)[C:10]1[CH:15]=[CH:14][CH:13]=[CH:12][CH:11]=1. The yield is 0.674. (2) The reactants are [N+:1]([C:4]1[CH:5]=[C:6]2[C:10](=[CH:11][CH:12]=1)[NH:9][CH:8]=[CH:7]2)([O-:3])=[O:2].N1CCCC1.[CH2:18]([N:20]1[CH2:25][CH2:24][C:23](=O)[CH2:22][CH2:21]1)[CH3:19]. The catalyst is C(O)C. The product is [CH2:18]([N:20]1[CH2:21][CH:22]=[C:23]([C:7]2[C:6]3[C:10](=[CH:11][CH:12]=[C:4]([N+:1]([O-:3])=[O:2])[CH:5]=3)[NH:9][CH:8]=2)[CH2:24][CH2:25]1)[CH3:19]. The yield is 0.420. (3) The yield is 0.600. The product is [CH3:30][N:31]([CH3:35])[C:32]([N:16]1[CH:15]=[C:14]([C:3]2[N:4]=[C:5]([NH:7][C:8]3[CH:13]=[CH:12][CH:11]=[CH:10][N:9]=3)[S:6][C:2]=2[CH3:1])[CH:18]=[N:17]1)=[O:33]. The reactants are [CH3:1][C:2]1[S:6][C:5]([NH:7][C:8]2[CH:13]=[CH:12][CH:11]=[CH:10][N:9]=2)=[N:4][C:3]=1[C:14]1[CH:15]=[N:16][NH:17][CH:18]=1.N1CCCN2CCCCCC=12.[CH3:30][N:31]([CH3:35])[C:32](Cl)=[O:33]. The catalyst is C1COCC1.O.